Dataset: Forward reaction prediction with 1.9M reactions from USPTO patents (1976-2016). Task: Predict the product of the given reaction. Given the reactants [CH2:1]([O:5][C:6]([C:8]1[NH:9][C:10](=O)[C:11]2[C:16]([C:17]=1[OH:18])=[CH:15][C:14]([O:19][C:20]1[CH:21]=[CH:22][C:23]3[O:27][CH2:26][CH2:25][C:24]=3[CH:28]=1)=[CH:13][CH:12]=2)=[O:7])[CH2:2][CH2:3][CH3:4].P(Br)(Br)([Br:32])=O, predict the reaction product. The product is: [CH2:1]([O:5][C:6]([C:8]1[N:9]=[C:10]([Br:32])[C:11]2[C:16]([C:17]=1[OH:18])=[CH:15][C:14]([O:19][C:20]1[CH:21]=[CH:22][C:23]3[O:27][CH2:26][CH2:25][C:24]=3[CH:28]=1)=[CH:13][CH:12]=2)=[O:7])[CH2:2][CH2:3][CH3:4].